Dataset: hERG Central: cardiac toxicity at 1µM, 10µM, and general inhibition. Task: Predict hERG channel inhibition at various concentrations. (1) The drug is CCOC(=O)C1(CCOC)CCN(C(C)CCc2ccc(OC)cc2)CC1. Results: hERG_inhib (hERG inhibition (general)): blocker. (2) The drug is O=C(CN(Cc1ccc(Br)cc1)S(=O)(=O)c1ccccc1)NCc1ccncc1. Results: hERG_inhib (hERG inhibition (general)): blocker. (3) The molecule is Cc1cccc(-n2cnc3cc(C(=O)N4CCc5ccccc54)ccc32)c1. Results: hERG_inhib (hERG inhibition (general)): blocker. (4) The molecule is CCOC(=O)C1(Cc2ccccc2)CCN(Cc2cccc3nccnc23)CC1. Results: hERG_inhib (hERG inhibition (general)): blocker. (5) The molecule is CN1CCN(c2ccccc2NC(=O)COc2ccc(Br)cc2)CC1. Results: hERG_inhib (hERG inhibition (general)): blocker. (6) The molecule is COc1ccc(OC)c(CN2CCN(S(=O)(=O)c3ccccc3)CC2)c1. Results: hERG_inhib (hERG inhibition (general)): blocker. (7) The compound is O=C(CCCn1c(SCc2cccc([N+](=O)[O-])c2)nc2ccccc2c1=O)NCC1CCCO1. Results: hERG_inhib (hERG inhibition (general)): blocker.